This data is from Forward reaction prediction with 1.9M reactions from USPTO patents (1976-2016). The task is: Predict the product of the given reaction. (1) Given the reactants [N+:1]([C:4]1[CH:9]=[CH:8][C:7]([C:10]2[CH:15]=[CH:14][C:13]([C:16]([F:19])([F:18])[F:17])=[CH:12][CH:11]=2)=[CH:6][C:5]=1[O:20][CH2:21][CH2:22][C:23]([OH:25])=[O:24])([O-])=O.[H][H], predict the reaction product. The product is: [NH2:1][C:4]1[CH:9]=[CH:8][C:7]([C:10]2[CH:15]=[CH:14][C:13]([C:16]([F:18])([F:19])[F:17])=[CH:12][CH:11]=2)=[CH:6][C:5]=1[O:20][CH2:21][CH2:22][C:23]([OH:25])=[O:24]. (2) Given the reactants [CH2:1]([O:8][C:9]1[CH:14]=[CH:13][C:12](Br)=[C:11]([CH3:16])[CH:10]=1)[C:2]1[CH:7]=[CH:6][CH:5]=[CH:4][CH:3]=1.C([Li])CCC.CON(C)[C:25](=[O:38])[C:26]1[CH:31]=[CH:30][C:29]([O:32][CH3:33])=[CH:28][C:27]=1[O:34][CH2:35][O:36][CH3:37], predict the reaction product. The product is: [CH2:1]([O:8][C:9]1[CH:14]=[CH:13][C:12]([C:25]([C:26]2[CH:31]=[CH:30][C:29]([O:32][CH3:33])=[CH:28][C:27]=2[O:34][CH2:35][O:36][CH3:37])=[O:38])=[C:11]([CH3:16])[CH:10]=1)[C:2]1[CH:7]=[CH:6][CH:5]=[CH:4][CH:3]=1.